This data is from Reaction yield outcomes from USPTO patents with 853,638 reactions. The task is: Predict the reaction yield, written as a fraction of the theoretical maximum amount of product (1.0 means a 100% yield; for example, 0.34 means a 34% yield). (1) The reactants are C([O-])([O-])=O.[K+].[K+].[Cl:7][C:8]1[N:13]=[CH:12][C:11]([OH:14])=[CH:10][C:9]=1[F:15].[Si:16]([O:23][CH2:24][CH2:25]Br)([C:19]([CH3:22])([CH3:21])[CH3:20])([CH3:18])[CH3:17]. The catalyst is CN(C=O)C.C(OCC)(=O)C. The product is [Si:16]([O:23][CH2:24][CH2:25][O:14][C:11]1[CH:10]=[C:9]([F:15])[C:8]([Cl:7])=[N:13][CH:12]=1)([C:19]([CH3:22])([CH3:21])[CH3:20])([CH3:18])[CH3:17]. The yield is 0.900. (2) The reactants are [CH3:1][C:2]1[CH:7]=[CH:6][C:5]([S:8]([CH2:11][CH:12]([CH2:15][CH2:16][CH2:17][CH3:18])[CH:13]=[O:14])(=[O:10])=[O:9])=[CH:4][CH:3]=1.O[CH:20]([CH:22]=[CH2:23])[CH3:21].C1(C)C=CC(S(O)(=O)=O)=CC=1. The catalyst is C1(C)C=CC=CC=1. The product is [CH2:15]([C:12]([CH2:11][S:8]([C:5]1[CH:4]=[CH:3][C:2]([CH3:1])=[CH:7][CH:6]=1)(=[O:10])=[O:9])([CH2:21]/[CH:20]=[CH:22]/[CH3:23])[CH:13]=[O:14])[CH2:16][CH2:17][CH3:18]. The yield is 1.00. (3) The reactants are [Cl:1][C:2]1[N:7]2[N:8]=[C:9]([C:13]3[CH:18]=[CH:17][C:16]([F:19])=[CH:15][CH:14]=3)[C:10]([CH:11]=[O:12])=[C:6]2[CH:5]=[CH:4][CH:3]=1.[C:20]([Mg]Br)#[CH:21]. No catalyst specified. The product is [Cl:1][C:2]1[N:7]2[N:8]=[C:9]([C:13]3[CH:18]=[CH:17][C:16]([F:19])=[CH:15][CH:14]=3)[C:10]([CH:11]([OH:12])[C:20]#[CH:21])=[C:6]2[CH:5]=[CH:4][CH:3]=1. The yield is 0.880. (4) The reactants are Cl[C:2]1[N:7]=[C:6]([N:8]2[CH2:13][CH2:12][O:11][CH2:10][CH2:9]2)[N:5]=[C:4]([N:14]2[C:18]3[CH:19]=[CH:20][CH:21]=[CH:22][C:17]=3[N:16]=[C:15]2[CH:23]([F:25])[F:24])[N:3]=1.[CH3:26][NH:27][C:28]1[CH:33]=[CH:32][CH:31]=[CH:30][CH:29]=1.O.C(Cl)Cl. The catalyst is O1CCOCC1. The product is [F:24][CH:23]([F:25])[C:15]1[N:14]([C:4]2[N:5]=[C:6]([N:8]3[CH2:13][CH2:12][O:11][CH2:10][CH2:9]3)[N:7]=[C:2]([N:27]([CH3:26])[C:28]3[CH:33]=[CH:32][CH:31]=[CH:30][CH:29]=3)[N:3]=2)[C:18]2[CH:19]=[CH:20][CH:21]=[CH:22][C:17]=2[N:16]=1. The yield is 0.640.